From a dataset of Peptide-MHC class I binding affinity with 185,985 pairs from IEDB/IMGT. Regression. Given a peptide amino acid sequence and an MHC pseudo amino acid sequence, predict their binding affinity value. This is MHC class I binding data. (1) The peptide sequence is KLPTLFGRGV. The MHC is HLA-A02:06 with pseudo-sequence HLA-A02:06. The binding affinity (normalized) is 0.634. (2) The peptide sequence is GPSPSHKSV. The MHC is HLA-B07:02 with pseudo-sequence HLA-B07:02. The binding affinity (normalized) is 0.642. (3) The peptide sequence is MHEDIISLW. The MHC is HLA-B45:01 with pseudo-sequence HLA-B45:01. The binding affinity (normalized) is 0.